This data is from Catalyst prediction with 721,799 reactions and 888 catalyst types from USPTO. The task is: Predict which catalyst facilitates the given reaction. (1) Reactant: [OH:1][C:2]1[CH:10]=[CH:9][CH:8]=[C:7]2[C:3]=1[CH:4]=[CH:5][N:6]2[CH2:11][C:12]([O:14][CH2:15][CH3:16])=[O:13].C([O-])([O-])=O.[K+].[K+].Br[CH2:24][CH2:25][CH2:26][O:27][CH:28]1[CH2:33][CH2:32][CH2:31][CH2:30][O:29]1. Product: [O:29]1[CH2:30][CH2:31][CH2:32][CH2:33][CH:28]1[O:27][CH2:26][CH2:25][CH2:24][O:1][C:2]1[CH:10]=[CH:9][CH:8]=[C:7]2[C:3]=1[CH:4]=[CH:5][N:6]2[CH2:11][C:12]([O:14][CH2:15][CH3:16])=[O:13]. The catalyst class is: 31. (2) Reactant: C[Si]([N-][Si](C)(C)C)(C)C.[Li+:10].[C:11]([C:14]1[CH:19]=[CH:18][CH:17]=[CH:16][CH:15]=1)(=[O:13])[CH3:12].[C:20](OCC)(=[O:26])[C:21]([O:23][CH2:24][CH3:25])=[O:22]. Product: [CH2:24]([O:23][C:21](=[O:22])/[C:20](/[O-:26])=[CH:12]/[C:11](=[O:13])[C:14]1[CH:19]=[CH:18][CH:17]=[CH:16][CH:15]=1)[CH3:25].[Li+:10]. The catalyst class is: 28. (3) Reactant: I[C:2]1[CH:7]=[CH:6][CH:5]=[C:4]([CH3:8])[C:3]=1[CH3:9].[CH:10]([C:12]1[CH:17]=[CH:16][C:15](B(O)O)=[CH:14][CH:13]=1)=[O:11].C([O-])([O-])=O.[Na+].[Na+]. Product: [CH3:9][C:3]1[C:4]([CH3:8])=[CH:5][CH:6]=[CH:7][C:2]=1[C:15]1[CH:16]=[CH:17][C:12]([CH:10]=[O:11])=[CH:13][CH:14]=1. The catalyst class is: 73. (4) Reactant: C1([O:7]C(Cl)=O)C=CC=CC=1.[NH2:11][C:12]1[CH:36]=[CH:35][C:15]([O:16][C:17]2[CH:22]=[CH:21][N:20]=[C:19]3[CH:23]=[C:24]([C:26]([N:28]4[CH2:33][CH2:32][N:31]([CH3:34])[CH2:30][CH2:29]4)=[O:27])[S:25][C:18]=23)=[C:14]([F:37])[CH:13]=1.[N:38]1[CH:43]=[CH:42][CH:41]=C[CH:39]=1.C1(N)CC1. Product: [CH:43]1([NH:38][C:39]([NH:11][C:12]2[CH:36]=[CH:35][C:15]([O:16][C:17]3[CH:22]=[CH:21][N:20]=[C:19]4[CH:23]=[C:24]([C:26]([N:28]5[CH2:29][CH2:30][N:31]([CH3:34])[CH2:32][CH2:33]5)=[O:27])[S:25][C:18]=34)=[C:14]([F:37])[CH:13]=2)=[O:7])[CH2:41][CH2:42]1. The catalyst class is: 18. (5) Reactant: [H-].[Na+].[C:3]([N:6]1[CH2:11][CH2:10][N:9]([C:12]2[CH:17]=[CH:16][C:15]([NH:18][C:19](=O)C)=[C:14]([CH2:22][O:23][CH3:24])[CH:13]=2)[CH2:8][CH2:7]1)(=[O:5])[CH3:4].ClC1[N:31]=[C:30]([C:32]2[N:36]3[CH:37]=[CH:38][CH:39]=[CH:40][C:35]3=[N:34][CH:33]=2)[C:29]([Cl:41])=[CH:28][N:27]=1. Product: [Cl:41][C:29]1[C:30]([C:32]2[N:36]3[CH:37]=[CH:38][CH:39]=[CH:40][C:35]3=[N:34][CH:33]=2)=[N:31][C:19]([NH:18][C:15]2[CH:16]=[CH:17][C:12]([N:9]3[CH2:10][CH2:11][N:6]([C:3](=[O:5])[CH3:4])[CH2:7][CH2:8]3)=[CH:13][C:14]=2[CH2:22][O:23][CH3:24])=[N:27][CH:28]=1. The catalyst class is: 464. (6) Reactant: C(OC([N:8]1[CH2:13][CH2:12][C:11]2[N:14]([CH2:27][CH2:28][CH2:29][N:30]3[CH2:35][CH2:34][CH:33]([N:36]4[C:40]5[CH:41]=[CH:42][CH:43]=[CH:44][C:39]=5[N:38]([CH3:45])[C:37]4=[O:46])[CH2:32][CH2:31]3)[N:15]=[C:16]([C:17]3[CH:22]=[CH:21][C:20]([C:23]([F:26])([F:25])[F:24])=[CH:19][CH:18]=3)[C:10]=2[CH2:9]1)=O)(C)(C)C.C(Cl)Cl. Product: [CH3:45][N:38]1[C:39]2[CH:44]=[CH:43][CH:42]=[CH:41][C:40]=2[N:36]([CH:33]2[CH2:34][CH2:35][N:30]([CH2:29][CH2:28][CH2:27][N:14]3[C:11]4[CH2:12][CH2:13][NH:8][CH2:9][C:10]=4[C:16]([C:17]4[CH:18]=[CH:19][C:20]([C:23]([F:25])([F:26])[F:24])=[CH:21][CH:22]=4)=[N:15]3)[CH2:31][CH2:32]2)[C:37]1=[O:46]. The catalyst class is: 55. (7) Reactant: [H-].[Na+].[S:3]1[CH2:8][CH2:7][CH:6]([OH:9])[CH2:5][CH2:4]1.[Br:10][C:11]1[CH:16]=[CH:15][CH:14]=[C:13]([CH2:17]Br)[N:12]=1. Product: [Br:10][C:11]1[CH:16]=[CH:15][CH:14]=[C:13]([CH2:17][O:9][CH:6]2[CH2:7][CH2:8][S:3][CH2:4][CH2:5]2)[N:12]=1. The catalyst class is: 54.